From a dataset of Experimentally validated miRNA-target interactions with 360,000+ pairs, plus equal number of negative samples. Binary Classification. Given a miRNA mature sequence and a target amino acid sequence, predict their likelihood of interaction. (1) The miRNA is mmu-miR-3086-3p with sequence CCCAAUGAGCCUACAGUCUAAG. The protein sequence of the target gene is MWPPQLLILTMLLAPVVHGGKHNERHPALAAPLRHAERSPGGALPPRHLLQQPAAERSTAHRGQGPRGAARGVRGPGAPGAQIAAQAFSRAPIPMAVVRRELSCESYPIELRCPGTDVIMIESANYGRTDDKICDSDPAQMENIRCYLPDAYKIMSQRCNNRTQCAVVAGPDVFPDPCPGTYKYLEVQYECVPYKVEQKVFLCPGLLKGVYQSEHLFESDHQSGAWCKDPLQASDKIYYMPWTPYRTDTLTEYSSKDDFIAGRPTTTYKLPHRVDGTGFVVYDGALFFNKERTRNIVKFD.... Result: 0 (no interaction). (2) The miRNA is mmu-miR-7212-3p with sequence UAACACACACGUCUCCAGGUC. The protein sequence of the target gene is MKLKELERPAVQAWSPASQYPLYLATGTSAQQLDSSFSTNGTLEIFEVDFRDPSLDLKHRGVLSALSRFHKLVWGSFGSGLLESSGVIVGGGDNGMLILYNVTHILSSGKEPVIAQKQKHTGAVRALDLNPFQGNLLASGASDSEIFIWDLNNLNVPMTLGSKSQQPPEDIKALSWNRQAQHILSSAHPSGKAVVWDLRKNEPIIKVSDHSNRMHCSGLAWHPDIATQLVLCSEDDRLPVIQLWDLRFASSPLKVLESHSRGILSVSWSQADAELLLTSAKDSQILCRNLGSSEVVYKLP.... Result: 0 (no interaction). (3) The miRNA is mmu-miR-6901-3p with sequence GACCUUCUGUGUUCUUGCAG. The protein sequence of the target gene is MMRRSPSGLKSPRVSQGRKPRDPESLLFLRCCLGSEPHNLSSLLSPEAGQEPLPKLLPQPLAGHAAWGIHGVPTSLLLAGECWGQGMAVPADPPPASPYRTSPRPPPGPLPRYRPQQHLLLPLGRLHALCPGCPLQQSLQFERGTLSAPRLWSWMKLETIILSKLSQGQKTKHRMFSLISES. Result: 0 (no interaction). (4) The miRNA is ath-miR160a-5p with sequence UGCCUGGCUCCCUGUAUGCCA. The protein sequence of the target gene is MSGGRAPAVLLGGVASLLLSFVWMPALLPVASRLLLLPRVLLTMASGSPPTQPSPASDSGSGYVPGSVSAAFVTCPNEKVAKEIARAVVEKRLAACVNLIPQITSIYEWKGKIEEDSEVLMMIKTQSSLVPALTDFVRSVHPYEVAEVIALPVEQGNFPYLQWVRQVTESVSDSITVLP. Result: 0 (no interaction). (5) The miRNA is hsa-miR-4266 with sequence CUAGGAGGCCUUGGCC. The protein sequence of the target gene is MYVGYVLDKDSPVYPGPARPASLGLGPQAYGPPAPPPAPPQYPDFSSYSHVEPAPAPPTAWGAPFPAPKDDWAAAYGPGPAAPAASPASLAFGPPPDFSPVPAPPGPGPGLLAQPLGGPGTPSSPGAQRPTPYEWMRRSVAAGGGGGSGKTRTKDKYRVVYTDHQRLELEKEFHYSRYITIRRKSELAANLGLTERQVKIWFQNRRAKERKVNKKKQQQQQPPQPPMAHDITATPAGPSLGGLCPSNTSLLATSSPMPVKEEFLP. Result: 0 (no interaction). (6) The miRNA is hsa-miR-29c-5p with sequence UGACCGAUUUCUCCUGGUGUUC. Result: 0 (no interaction). The protein sequence of the target gene is MVKRKSSEGQEQDGGRGIPLPIQTFLWRQTSAFLRPKLGKQYEASCVSFERVLVENKLHGLSPALSEAIQSISRWELVQAALPHVLHCTATLLSNRNKLGHQDKLGVAETKLLHTLHWMLLEAPQDCNNDQFGGTDRGSSWGGSSSAFIHQIENQGSPGQPCRSSSHDEEENNRRKTFQNSMATVELFVFLFAPLVHRIKESDLTFRLASGLVIWQPMWEHRQPEVSGFTALVKPIRNIITAKRSSPINSQSQTCESPNQDTRQQGEGLQVVSEALQSDSISPKATISGCHQGNSFDGSL.... (7) The miRNA is hsa-miR-5003-3p with sequence UACUUUUCUAGGUUGUUGGGG. The protein sequence of the target gene is MRIFRPWRLRCPALHLPSFPTFSIKCSLPPLPTDEDMCKSVTTGEWKKVFYEKMEEVKPADSWDFIIDPNLKHNVLAPGWKQYLELHASGRFHCSWCWHTWQSPHVVILFHMYLDKAQRAGSVRMRVFKQLCYECGTARLDESSMLEENIESLVDNLITSLREQCYGERGGHYRIHVASRQDNRRHRGEFCEACQEGIVHWKPSEKLLEEEATTYTFSRAPSPTKPQAETGSGCNFCSIPWCLFWATVLMLIIYLQFSFRTSV. Result: 0 (no interaction). (8) The miRNA is hsa-miR-3651 with sequence CAUAGCCCGGUCGCUGGUACAUGA. The protein sequence of the target gene is MGRAAATAGGGGGARRWLPWLGLCFWAAGTAAARGTDNGEALPESIPSAPGTLPHFIEEPDDAYIIKSNPIALRCKARPAMQIFFKCNGEWVHQNEHVSEETLDESSGLKVREVFINVTRQQVEDFHGPEDYWCQCVAWSHLGTSKSRKASVRIAYLRKNFEQDPQGREVPIEGMIVLHCRPPEGVPAAEVEWLKNEEPIDSEQDENIDTRADHNLIIRQARLSDSGNYTCMAANIVAKRRSLSATVVVYVNGGWSSWTEWSACNVRCGRGWQKRSRTCTNPAPLNGGAFCEGMSVQKIT.... Result: 0 (no interaction).